Dataset: Full USPTO retrosynthesis dataset with 1.9M reactions from patents (1976-2016). Task: Predict the reactants needed to synthesize the given product. (1) Given the product [F:14][C:15]1[CH:20]=[C:19]([N+:21]([O-:23])=[O:22])[CH:18]=[CH:17][C:16]=1[C:2]1[C:11]2[C:6](=[CH:7][C:8]([O:12][CH3:13])=[CH:9][CH:10]=2)[N:5]=[CH:4][N:3]=1, predict the reactants needed to synthesize it. The reactants are: Cl[C:2]1[C:11]2[C:6](=[CH:7][C:8]([O:12][CH3:13])=[CH:9][CH:10]=2)[N:5]=[CH:4][N:3]=1.[F:14][C:15]1[CH:20]=[C:19]([N+:21]([O-:23])=[O:22])[CH:18]=[CH:17][C:16]=1O.C1(OC2C=CC=CC=2)C=CC=CC=1. (2) Given the product [N:18]([CH2:21][C@H:22]1[O:26][C:25](=[O:27])[N:24]([C:28]2[CH:33]=[CH:32][C:31]([S:34][CH3:35])=[C:30]([F:54])[CH:29]=2)[CH2:23]1)=[N+:19]=[N-:20], predict the reactants needed to synthesize it. The reactants are: C(O)(C(F)(F)F)=O.C([SiH](C(C)C)C(C)C)(C)C.[N:18]([CH2:21][C@H:22]1[O:26][C:25](=[O:27])[N:24]([C:28]2[CH:33]=[CH:32][C:31]([S:34][C:35](C3C=CC=CC=3)(C3C=CC=CC=3)C3C=CC=CC=3)=[C:30]([F:54])[CH:29]=2)[CH2:23]1)=[N+:19]=[N-:20].C(N(CC)CC)C. (3) Given the product [CH:27]1([CH2:30][NH:1][CH:2]2[CH2:3][N:4]([C:6]([C:8]3[CH:9]=[C:10]([CH:23]=[CH:24][C:25]=3[F:26])[CH2:11][C:12]3[C:21]4[C:16](=[CH:17][CH:18]=[CH:19][CH:20]=4)[C:15](=[O:22])[NH:14][N:13]=3)=[O:7])[CH2:5]2)[CH2:29][CH2:28]1, predict the reactants needed to synthesize it. The reactants are: [NH2:1][CH:2]1[CH2:5][N:4]([C:6]([C:8]2[CH:9]=[C:10]([CH:23]=[CH:24][C:25]=2[F:26])[CH2:11][C:12]2[C:21]3[C:16](=[CH:17][CH:18]=[CH:19][CH:20]=3)[C:15](=[O:22])[NH:14][N:13]=2)=[O:7])[CH2:3]1.[CH:27]1([CH:30]=O)[CH2:29][CH2:28]1.C(O[BH-](OC(=O)C)OC(=O)C)(=O)C.[Na+]. (4) Given the product [F:31][C:32]([F:37])([F:36])[C:33]([OH:35])=[O:34].[CH3:29][C:25]1([CH3:30])[CH2:24][NH:23][CH2:28][CH2:27][N:26]1[C:12]([C:9]1[N:10]=[CH:11][N:7]([C:3]2[CH:2]=[C:1]([CH3:15])[CH:6]=[CH:5][CH:4]=2)[N:8]=1)=[O:14], predict the reactants needed to synthesize it. The reactants are: [C:1]1([CH3:15])[CH:6]=[CH:5][CH:4]=[C:3]([N:7]2[CH:11]=[N:10][C:9]([C:12]([OH:14])=O)=[N:8]2)[CH:2]=1.C(OC([N:23]1[CH2:28][CH2:27][NH:26][C:25]([CH3:30])([CH3:29])[CH2:24]1)=O)(C)(C)C.[F:31][C:32]([F:37])([F:36])[C:33]([OH:35])=[O:34].CC1(C)CNCCN1C(C1N=CN(C2C=CC=CC=2)N=1)=O. (5) Given the product [CH3:11][O:10][C:1](=[O:9])[C:2]1[CH:8]=[CH:7][CH:6]=[CH:5][C:3]=1[NH:4][CH2:3][C:2]1[CH:1]=[CH:13][N:14]=[CH:7][CH:8]=1, predict the reactants needed to synthesize it. The reactants are: [C:1]([O:10][CH3:11])(=[O:9])[C:2]1[C:3](=[CH:5][CH:6]=[CH:7][CH:8]=1)[NH2:4].[BH3-][C:13]#[N:14].[Na+]. (6) Given the product [CH2:1]([O:3][C:4](=[O:13])[CH:5]([CH2:6][NH:7][CH:8]1[CH2:12][CH2:11][CH2:10][CH2:9]1)[CH2:25][CH2:26][CH3:27])[CH3:2], predict the reactants needed to synthesize it. The reactants are: [CH2:1]([O:3][C:4](=[O:13])[CH2:5][CH2:6][NH:7][CH:8]1[CH2:12][CH2:11][CH2:10][CH2:9]1)[CH3:2].C[Si]([N-][Si](C)(C)C)(C)C.[Li+].I[CH2:25][CH2:26][CH3:27]. (7) The reactants are: [NH2:1][C:2]1[CH:7]=[CH:6][C:5]([NH:8][C:9]([NH:11][C:12](=[O:23])[C:13]2[CH:18]=[CH:17][C:16]([C:19]([CH3:22])([CH3:21])[CH3:20])=[CH:15][CH:14]=2)=[S:10])=[CH:4][CH:3]=1.[Br:24][CH2:25][CH2:26][CH2:27][CH2:28][CH2:29][C:30](Cl)=[O:31].C(N(CC)CC)C. Given the product [C:19]([C:16]1[CH:15]=[CH:14][C:13]([C:12]([NH:11][C:9](=[S:10])[NH:8][C:5]2[CH:6]=[CH:7][C:2]([NH:1][C:30](=[O:31])[CH2:29][CH2:28][CH2:27][CH2:26][CH2:25][Br:24])=[CH:3][CH:4]=2)=[O:23])=[CH:18][CH:17]=1)([CH3:20])([CH3:22])[CH3:21], predict the reactants needed to synthesize it. (8) The reactants are: [CH3:1][O:2][C:3](=[O:40])[C:4]1[CH:9]=[CH:8][C:7]([O:10][C:11]2[CH:16]=[C:15]([Cl:17])[C:14]([CH2:18][CH:19]3[CH2:23][CH2:22][N:21]([C@H:24]4[CH2:29][CH2:28][C@@H:27]([O:30][Si](C(C)(C)C)(C)C)[CH2:26][CH2:25]4)[C:20]3=[O:38])=[C:13]([Cl:39])[CH:12]=2)=[CH:6][CH:5]=1.Cl. Given the product [CH3:1][O:2][C:3](=[O:40])[C:4]1[CH:9]=[CH:8][C:7]([O:10][C:11]2[CH:12]=[C:13]([Cl:39])[C:14]([CH2:18][CH:19]3[CH2:23][CH2:22][N:21]([CH:24]4[CH2:25][CH2:26][CH:27]([OH:30])[CH2:28][CH2:29]4)[C:20]3=[O:38])=[C:15]([Cl:17])[CH:16]=2)=[CH:6][CH:5]=1, predict the reactants needed to synthesize it. (9) Given the product [F:56][C:2]1([F:1])[C:6]2[N:7]([CH2:14][C:15]([NH:17][C@H:18]([C:28]3[C:33]([C:65]4[CH:73]=[CH:72][CH:71]=[C:70]5[C:66]=4[CH:67]=[N:68][NH:69]5)=[CH:32][CH:31]=[C:30]([C:49]#[C:50][C:51]([OH:54])([CH3:52])[CH3:53])[N:29]=3)[CH2:19][C:20]3[CH:21]=[C:22]([F:27])[CH:23]=[C:24]([F:26])[CH:25]=3)=[O:16])[N:8]=[C:9]([C:10]([F:11])([F:12])[F:13])[C:5]=2[C@H:4]2[CH2:55][C@@H:3]12, predict the reactants needed to synthesize it. The reactants are: [F:1][C:2]1([F:56])[C:6]2[N:7]([CH2:14][C:15]([NH:17][C@H:18]([C:28]3[C:33](C4C=CC=C5C=4N(C)N=C5NS(C)(=O)=O)=[CH:32][CH:31]=[C:30]([C:49]#[C:50][C:51]([OH:54])([CH3:53])[CH3:52])[N:29]=3)[CH2:19][C:20]3[CH:25]=[C:24]([F:26])[CH:23]=[C:22]([F:27])[CH:21]=3)=[O:16])[N:8]=[C:9]([C:10]([F:13])([F:12])[F:11])[C:5]=2[C@H:4]2[CH2:55][C@@H:3]12.CC1(C)C(C)(C)OB([C:65]2[CH:73]=[CH:72][CH:71]=[C:70]3[C:66]=2[CH:67]=[N:68][NH:69]3)O1.FC1(F)C2N(CC(O)=O)N=C(C(F)(F)F)C=2[C@H]2C[C@@H]12. (10) Given the product [Br:8][C:9]1[CH2:14][C@@H:13]([C:15]2[CH:20]=[CH:19][C:18]([Cl:21])=[CH:17][C:16]=2[Cl:22])[C@H:12]([N+:23]([O-:25])=[O:24])[CH2:11][C:10]=1[CH2:26][OH:27], predict the reactants needed to synthesize it. The reactants are: C(O)C.CC(O)C.[Br:8][C:9]1[CH2:14][C@@H:13]([C:15]2[CH:20]=[CH:19][C:18]([Cl:21])=[CH:17][C:16]=2[Cl:22])[C@H:12]([N+:23]([O-:25])=[O:24])[CH2:11][C:10]=1[CH:26]=[O:27].[BH4-].[Na+].[NH4+].[Cl-].